This data is from Reaction yield outcomes from USPTO patents with 853,638 reactions. The task is: Predict the reaction yield, written as a fraction of the theoretical maximum amount of product (1.0 means a 100% yield; for example, 0.34 means a 34% yield). (1) The catalyst is CCCCCC. The product is [Cl:10][C:8]1[CH:9]=[C:4]([C:3]([NH:14][NH2:15])=[O:2])[C:5]([OH:11])=[CH:6][CH:7]=1. The yield is 0.792. The reactants are C[O:2][C:3](=O)[C:4]1[CH:9]=[C:8]([Cl:10])[CH:7]=[CH:6][C:5]=1[OH:11].O.[NH2:14][NH2:15].C(O)C. (2) The reactants are Cl[C:2]1[CH:7]=[C:6]([Cl:8])[N:5]=[CH:4][N:3]=1.[NH2:9][C:10]1[CH:11]=[C:12]([CH:17]=[CH:18][C:19]=1[CH3:20])[C:13]([NH:15][CH3:16])=[O:14].CCN(C(C)C)C(C)C. The catalyst is O1CCOCC1. The product is [Cl:8][C:6]1[N:5]=[CH:4][N:3]=[C:2]([NH:9][C:10]2[CH:11]=[C:12]([CH:17]=[CH:18][C:19]=2[CH3:20])[C:13]([NH:15][CH3:16])=[O:14])[CH:7]=1. The yield is 0.430. (3) The reactants are [C:1]1(B(O)O)[CH:6]=[CH:5][CH:4]=[CH:3][CH:2]=1.O.O.O.O.O.O.O.O.[OH-].[Ba+2].[OH-].[CH2:21]([C:25]1[O:26][C:27]2[CH:50]=[CH:49][CH:48]=[CH:47][C:28]=2[C:29]=1[C:30](=[O:46])[C:31]1[CH:36]=[C:35](I)[C:34]([O:38][CH2:39][O:40][CH2:41][CH2:42][O:43][CH3:44])=[C:33](I)[CH:32]=1)[CH2:22][CH2:23][CH3:24]. The catalyst is COCCOC.O.CCOCC.C([O-])(=O)C.[Pd+2].C([O-])(=O)C. The product is [CH2:21]([C:25]1[O:26][C:27]2[CH:50]=[CH:49][CH:48]=[CH:47][C:28]=2[C:29]=1[C:30]([C:31]1[CH:36]=[C:35]([C:1]2[CH:6]=[CH:5][CH:4]=[CH:3][CH:2]=2)[C:34]([O:38][CH2:39][O:40][CH2:41][CH2:42][O:43][CH3:44])=[C:33]([C:1]2[CH:6]=[CH:5][CH:4]=[CH:3][CH:2]=2)[CH:32]=1)=[O:46])[CH2:22][CH2:23][CH3:24]. The yield is 0.420. (4) The reactants are [H-].[Na+].[F:3][C:4]([F:19])([F:18])[CH:5]([C:7]1[CH:12]=[CH:11][CH:10]=[CH:9][C:8]=1[C:13]1[CH:17]=[CH:16][O:15][CH:14]=1)[OH:6].[Cl:20][C:21]1[CH:26]=[C:25](Cl)[N:24]=[CH:23][N:22]=1.O. The catalyst is C1COCC1. The product is [Cl:20][C:21]1[CH:26]=[C:25]([O:6][CH:5]([C:7]2[CH:12]=[CH:11][CH:10]=[CH:9][C:8]=2[C:13]2[CH:17]=[CH:16][O:15][CH:14]=2)[C:4]([F:3])([F:18])[F:19])[N:24]=[CH:23][N:22]=1. The yield is 0.940.